Regression. Given two drug SMILES strings and cell line genomic features, predict the synergy score measuring deviation from expected non-interaction effect. From a dataset of NCI-60 drug combinations with 297,098 pairs across 59 cell lines. (1) Drug 1: C1=NNC2=C1C(=O)NC=N2. Drug 2: B(C(CC(C)C)NC(=O)C(CC1=CC=CC=C1)NC(=O)C2=NC=CN=C2)(O)O. Cell line: KM12. Synergy scores: CSS=49.1, Synergy_ZIP=-2.08, Synergy_Bliss=-6.61, Synergy_Loewe=-4.87, Synergy_HSA=-4.13. (2) Drug 1: CCN(CC)CCNC(=O)C1=C(NC(=C1C)C=C2C3=C(C=CC(=C3)F)NC2=O)C. Drug 2: N.N.Cl[Pt+2]Cl. Cell line: SNB-75. Synergy scores: CSS=13.9, Synergy_ZIP=-5.82, Synergy_Bliss=2.92, Synergy_Loewe=-4.12, Synergy_HSA=-1.28. (3) Drug 1: CC1=CC=C(C=C1)C2=CC(=NN2C3=CC=C(C=C3)S(=O)(=O)N)C(F)(F)F. Drug 2: C#CCC(CC1=CN=C2C(=N1)C(=NC(=N2)N)N)C3=CC=C(C=C3)C(=O)NC(CCC(=O)O)C(=O)O. Cell line: HL-60(TB). Synergy scores: CSS=69.0, Synergy_ZIP=3.82, Synergy_Bliss=-0.631, Synergy_Loewe=-1.44, Synergy_HSA=0.562. (4) Synergy scores: CSS=12.3, Synergy_ZIP=-1.35, Synergy_Bliss=3.83, Synergy_Loewe=0.0412, Synergy_HSA=2.63. Cell line: SF-268. Drug 1: C1=NC(=NC(=O)N1C2C(C(C(O2)CO)O)O)N. Drug 2: C1CC(=O)NC(=O)C1N2C(=O)C3=CC=CC=C3C2=O.